This data is from Forward reaction prediction with 1.9M reactions from USPTO patents (1976-2016). The task is: Predict the product of the given reaction. (1) Given the reactants [CH3:1][O:2][C:3]([C:5]1[S:6][CH:7]=[CH:8][C:9]=1[NH2:10])=[O:4].[CH2:11]1[O:21][C:14]2([CH2:19][CH2:18][C:17](=O)[CH2:16][CH2:15]2)[O:13][CH2:12]1.C([Sn](Cl)(Cl)CCCC)CCC.C1([SiH3])C=CC=CC=1, predict the reaction product. The product is: [CH3:1][O:2][C:3]([C:5]1[S:6][CH:7]=[CH:8][C:9]=1[NH:10][CH:17]1[CH2:18][CH2:19][C:14]2([O:21][CH2:11][CH2:12][O:13]2)[CH2:15][CH2:16]1)=[O:4]. (2) Given the reactants Cl[C:2]1[N:7]2[N:8]=[C:9]([CH3:11])[CH:10]=[C:6]2[N:5]=[C:4]([NH:12][C:13](=[O:24])[C:14]2[CH:19]=[CH:18][C:17]([C:20]([OH:23])([CH3:22])[CH3:21])=[CH:16][CH:15]=2)[CH:3]=1.Cl.[C:26]1([S:32]([CH:35]2[CH2:40][CH2:39][NH:38][CH2:37][CH2:36]2)(=[O:34])=[O:33])[CH:31]=[CH:30][CH:29]=[CH:28][CH:27]=1.C(N(CC)C(C)C)(C)C, predict the reaction product. The product is: [OH:23][C:20]([C:17]1[CH:18]=[CH:19][C:14]([C:13]([NH:12][C:4]2[CH:3]=[C:2]([N:38]3[CH2:37][CH2:36][CH:35]([S:32]([C:26]4[CH:31]=[CH:30][CH:29]=[CH:28][CH:27]=4)(=[O:33])=[O:34])[CH2:40][CH2:39]3)[N:7]3[N:8]=[C:9]([CH3:11])[CH:10]=[C:6]3[N:5]=2)=[O:24])=[CH:15][CH:16]=1)([CH3:22])[CH3:21]. (3) Given the reactants [C:1]([C:3]1[CH:8]=[CH:7][C:6]([NH:9][C:10](=[O:14])[C:11]([CH3:13])=[CH2:12])=[CH:5][C:4]=1[C:15]([F:18])([F:17])[F:16])#[N:2].[F:19][C:20]1[CH:25]=[CH:24][C:23]([C:26](Cl)=[N:27][NH:28][CH2:29][C:30]2[CH:35]=[CH:34][CH:33]=[CH:32][CH:31]=2)=[CH:22][CH:21]=1.C(N(CC)CC)C, predict the reaction product. The product is: [C:1]([C:3]1[CH:8]=[CH:7][C:6]([NH:9][C:10]([C:11]2([CH3:13])[CH2:12][C:26]([C:23]3[CH:24]=[CH:25][C:20]([F:19])=[CH:21][CH:22]=3)=[N:27][N:28]2[CH2:29][C:30]2[CH:35]=[CH:34][CH:33]=[CH:32][CH:31]=2)=[O:14])=[CH:5][C:4]=1[C:15]([F:17])([F:16])[F:18])#[N:2].